From a dataset of NCI-60 drug combinations with 297,098 pairs across 59 cell lines. Regression. Given two drug SMILES strings and cell line genomic features, predict the synergy score measuring deviation from expected non-interaction effect. (1) Drug 1: C1=CC(=CC=C1CCC2=CNC3=C2C(=O)NC(=N3)N)C(=O)NC(CCC(=O)O)C(=O)O. Cell line: HOP-92. Synergy scores: CSS=6.63, Synergy_ZIP=-4.16, Synergy_Bliss=-4.40, Synergy_Loewe=-17.5, Synergy_HSA=-2.97. Drug 2: CN(C(=O)NC(C=O)C(C(C(CO)O)O)O)N=O. (2) Drug 1: CC1=CC2C(CCC3(C2CCC3(C(=O)C)OC(=O)C)C)C4(C1=CC(=O)CC4)C. Drug 2: C#CCC(CC1=CN=C2C(=N1)C(=NC(=N2)N)N)C3=CC=C(C=C3)C(=O)NC(CCC(=O)O)C(=O)O. Cell line: SN12C. Synergy scores: CSS=4.45, Synergy_ZIP=-0.991, Synergy_Bliss=1.38, Synergy_Loewe=2.22, Synergy_HSA=2.39.